This data is from CYP2C9 inhibition data for predicting drug metabolism from PubChem BioAssay. The task is: Regression/Classification. Given a drug SMILES string, predict its absorption, distribution, metabolism, or excretion properties. Task type varies by dataset: regression for continuous measurements (e.g., permeability, clearance, half-life) or binary classification for categorical outcomes (e.g., BBB penetration, CYP inhibition). Dataset: cyp2c9_veith. (1) The compound is COc1ccc(C(=O)OC(C)CN2CCN(C)CC2)cc1OC.Cl. The result is 0 (non-inhibitor). (2) The drug is COc1cc2nncc(SCc3ccc(Cl)c(Cl)c3)c2cc1OC. The result is 0 (non-inhibitor). (3) The molecule is CC(C)(CO)[C@H](O)C(=O)NCCC(=O)[O-].CC(C)(CO)[C@H](O)C(=O)NCCC(=O)[O-].O.[Ca+2]. The result is 0 (non-inhibitor). (4) The molecule is O=C(O)CSc1nc2ccccc2[nH]1. The result is 0 (non-inhibitor). (5) The drug is CCN1C(=O)[C@H]2CC[C@H]3/C(=N\OCC(C)C)C[C@@H](O)[C@@H](O)[C@@H]3[C@@H]2C1=O. The result is 0 (non-inhibitor). (6) The molecule is O=C(Nc1cccc(F)c1)N1CCC2(CCNCC2)CC1. The result is 0 (non-inhibitor). (7) The drug is COc1ccc(NC(=O)N2CC[C@@]3(CCCN(C(=O)c4csnn4)C3)C2)cc1. The result is 0 (non-inhibitor). (8) The compound is Cn1cc([N+](=O)[O-])c(C(=O)Nc2cc(Oc3cccnc3)cc([N+](=O)[O-])c2)n1. The result is 1 (inhibitor). (9) The drug is Cc1ccc(N=CC2=C(O)CC(c3ccco3)CC2=O)cc1. The result is 1 (inhibitor).